Dataset: Full USPTO retrosynthesis dataset with 1.9M reactions from patents (1976-2016). Task: Predict the reactants needed to synthesize the given product. (1) Given the product [CH2:1]([N:8]1[CH2:17][C:16]2[NH:15][C:14]3[CH:18]=[CH:19][CH:20]=[C:21]([C:22]([O:24][CH3:25])=[O:23])[C:13]=3[C:12](=[O:27])[C:11]=2[CH2:10][CH2:9]1)[C:2]1[CH:7]=[CH:6][CH:5]=[CH:4][CH:3]=1, predict the reactants needed to synthesize it. The reactants are: [CH2:1]([N:8]1[CH2:17][C:16]2[NH:15][C:14]3[C:18](Br)=[CH:19][CH:20]=[C:21]([C:22]([O:24][CH3:25])=[O:23])[C:13]=3[C:12](=[O:27])[C:11]=2[CH2:10][CH2:9]1)[C:2]1[CH:7]=[CH:6][CH:5]=[CH:4][CH:3]=1.[H][H]. (2) Given the product [CH2:1]([O:6][C:7]1[CH:17]=[CH:16][C:10]([C:11]([OH:13])=[O:12])=[CH:9][CH:8]=1)[CH2:2][CH2:3][CH3:4], predict the reactants needed to synthesize it. The reactants are: [CH2:1](Br)[CH2:2][CH2:3][CH3:4].[OH:6][C:7]1[CH:17]=[CH:16][C:10]([C:11]([O:13]CC)=[O:12])=[CH:9][CH:8]=1.C(=O)([O-])[O-].[K+].[K+].C(OC1C=C(C=CC=1)C(O)=O)CC. (3) Given the product [CH2:1]([N:8]1[CH2:9][CH2:10][N:11]([CH2:14][C@@H:16]2[CH2:21][CH2:20][CH2:19][CH2:18][N:17]2[CH3:22])[CH2:12][CH2:13]1)[C:2]1[CH:7]=[CH:6][CH:5]=[CH:4][CH:3]=1, predict the reactants needed to synthesize it. The reactants are: [CH2:1]([N:8]1[CH2:13][CH2:12][N:11]([C:14]([C@@H:16]2[CH2:21][CH2:20][CH2:19][CH2:18][N:17]2[C:22](OC(C)(C)C)=O)=O)[CH2:10][CH2:9]1)[C:2]1[CH:7]=[CH:6][CH:5]=[CH:4][CH:3]=1.[H-].[Al+3].[Li+].[H-].[H-].[H-]. (4) The reactants are: [CH3:1][O:2][C:3]([C:5]([CH3:48])([CH3:47])[CH2:6][O:7][C:8]([N:10]1[C:19]2[C:14](=[N:15][C:16]([O:20][CH3:21])=[CH:17][CH:18]=2)[C@@H:13]([NH:22][C:23]2[N:28]=[C:27]([CH2:29][C:30]3[CH:35]=[C:34]([C:36]([F:39])([F:38])[F:37])[CH:33]=[C:32]([C:40]([F:43])([F:42])[F:41])[CH:31]=3)[C:26]([OH:44])=[CH:25][N:24]=2)[CH2:12][C@H:11]1[CH2:45][CH3:46])=[O:9])=[O:4].Br[CH2:50][CH2:51][CH2:52][C:53]#[N:54].C(=O)([O-])[O-].[K+].[K+]. Given the product [CH3:1][O:2][C:3]([C:5]([CH3:47])([CH3:48])[CH2:6][O:7][C:8]([N:10]1[C:19]2[C:14](=[N:15][C:16]([O:20][CH3:21])=[CH:17][CH:18]=2)[C@@H:13]([NH:22][C:23]2[N:28]=[C:27]([CH2:29][C:30]3[CH:31]=[C:32]([C:40]([F:42])([F:41])[F:43])[CH:33]=[C:34]([C:36]([F:38])([F:39])[F:37])[CH:35]=3)[C:26]([O:44][CH2:50][CH2:51][CH2:52][C:53]#[N:54])=[CH:25][N:24]=2)[CH2:12][C@H:11]1[CH2:45][CH3:46])=[O:9])=[O:4], predict the reactants needed to synthesize it. (5) Given the product [N:1]1[C:10]2[C:5](=[CH:6][C:7]([CH:11]=[C:17]3[S:13][C:14](=[O:19])[NH:15][C:16]3=[O:18])=[CH:8][CH:9]=2)[N:4]=[CH:3][CH:2]=1, predict the reactants needed to synthesize it. The reactants are: [N:1]1[C:10]2[C:5](=[CH:6][C:7]([CH:11]=O)=[CH:8][CH:9]=2)[N:4]=[CH:3][CH:2]=1.[S:13]1[CH2:17][C:16](=[O:18])[NH:15][C:14]1=[O:19]. (6) Given the product [O:16]1[CH2:17][CH2:18][CH2:19][CH2:20][CH:15]1[O:14][NH:13][C:12]([C:10]1[S:9][C:8]2[CH:22]=[CH:23][C:5]([C:3]([OH:4])=[O:2])=[CH:6][C:7]=2[CH:11]=1)=[O:21], predict the reactants needed to synthesize it. The reactants are: C[O:2][C:3]([C:5]1[CH:23]=[CH:22][C:8]2[S:9][C:10]([C:12](=[O:21])[NH:13][O:14][CH:15]3[CH2:20][CH2:19][CH2:18][CH2:17][O:16]3)=[CH:11][C:7]=2[CH:6]=1)=[O:4]. (7) Given the product [F:8][C:4]1[CH:5]=[CH:6][CH:7]=[C:2]([C:25]([CH3:29])=[CH2:24])[C:3]=1[N+:9]([O-:11])=[O:10], predict the reactants needed to synthesize it. The reactants are: Br[C:2]1[CH:7]=[CH:6][CH:5]=[C:4]([F:8])[C:3]=1[N+:9]([O-:11])=[O:10].O1CCOCC1.C(=O)([O-])[O-].[Na+].[Na+].[CH3:24][C:25]1(C)[C:29](C)(C)OB(C(C)=C)O1. (8) Given the product [Si:28]([O:35][C:36]1([CH2:41][C@H:42]([NH:43][S:44]([C:46]([CH3:47])([CH3:49])[CH3:48])=[O:45])[C:22]2[C:17]([F:16])=[N:18][CH:19]=[C:20]([CH2:23][C:24]([CH3:27])([CH3:26])[CH3:25])[CH:21]=2)[CH2:39][CH:38]([CH3:40])[CH2:37]1)([C:31]([CH3:34])([CH3:32])[CH3:33])([CH3:30])[CH3:29], predict the reactants needed to synthesize it. The reactants are: CC1(C)CCCC(C)(C)N1.C([Li])CCC.[F:16][C:17]1[CH:22]=[CH:21][C:20]([CH2:23][C:24]([CH3:27])([CH3:26])[CH3:25])=[CH:19][N:18]=1.[Si:28]([O:35][C:36]1([CH2:41]/[CH:42]=[N:43]/[S:44]([C:46]([CH3:49])([CH3:48])[CH3:47])=[O:45])[CH2:39][CH:38]([CH3:40])[CH2:37]1)([C:31]([CH3:34])([CH3:33])[CH3:32])([CH3:30])[CH3:29].[NH4+].[Cl-]. (9) Given the product [OH:1][C:2]1[C:3]([CH3:11])=[C:4]([CH:8]=[CH:9][CH:10]=1)[C:5]([O:7][CH2:13][CH3:14])=[O:6], predict the reactants needed to synthesize it. The reactants are: [OH:1][C:2]1[C:3]([CH3:11])=[C:4]([CH:8]=[CH:9][CH:10]=1)[C:5]([OH:7])=[O:6].O.[C:13]1(C)C=CC(S(O)(=O)=O)=C[CH:14]=1. (10) Given the product [Cl:1][C:2]1[CH:3]=[C:4]([C@@H:12]([CH2:33][CH:34]2[CH2:35][CH2:36][CH2:37][CH2:38]2)[C:13]([NH:15][C:16]2[CH:21]=[N:20][C:19]([NH:22][CH2:23][CH2:24][OH:25])=[CH:18][N:17]=2)=[O:14])[CH:5]=[CH:6][C:7]=1[S:8]([CH3:11])(=[O:10])=[O:9], predict the reactants needed to synthesize it. The reactants are: [Cl:1][C:2]1[CH:3]=[C:4]([C@@H:12]([CH2:33][CH:34]2[CH2:38][CH2:37][CH2:36][CH2:35]2)[C:13]([NH:15][C:16]2[CH:21]=[N:20][C:19]([NH:22][CH2:23][CH2:24][O:25][Si](CC)(CC)CC)=[CH:18][N:17]=2)=[O:14])[CH:5]=[CH:6][C:7]=1[S:8]([CH3:11])(=[O:10])=[O:9].C(O)(=O)C.